From a dataset of Reaction yield outcomes from USPTO patents with 853,638 reactions. Predict the reaction yield, written as a fraction of the theoretical maximum amount of product (1.0 means a 100% yield; for example, 0.34 means a 34% yield). The reactants are [Cl:1][C:2]1[CH:7]=[CH:6][C:5]([C:8]2[N:12]([C:13]3[CH:18]=[CH:17][CH:16]=[CH:15][C:14]=3[Cl:19])[N:11]=[C:10]([C:20]([OH:22])=[O:21])[C:9]=2CC#N)=[CH:4][CH:3]=1.[OH-:26].[Na+].[CH2:28]([OH:30])[CH3:29]. The catalyst is O. The product is [C:28]([CH2:29][C:9]1[C:10]([C:20]([OH:22])=[O:21])=[N:11][N:12]([C:13]2[CH:18]=[CH:17][CH:16]=[CH:15][C:14]=2[Cl:19])[C:8]=1[C:5]1[CH:6]=[CH:7][C:2]([Cl:1])=[CH:3][CH:4]=1)([OH:26])=[O:30]. The yield is 0.860.